Dataset: Full USPTO retrosynthesis dataset with 1.9M reactions from patents (1976-2016). Task: Predict the reactants needed to synthesize the given product. (1) Given the product [N+:8]([C:7]1[C:2]([N:11]2[CH2:16][CH2:15][CH:14]([C:17]([O:19][CH2:20][CH3:21])=[O:18])[CH2:13][CH2:12]2)=[N:3][CH:4]=[CH:5][CH:6]=1)([O-:10])=[O:9], predict the reactants needed to synthesize it. The reactants are: Cl[C:2]1[C:7]([N+:8]([O-:10])=[O:9])=[CH:6][CH:5]=[CH:4][N:3]=1.[N:11]1[CH:16]=[CH:15][C:14]([C:17]([O:19][CH2:20][CH3:21])=[O:18])=[CH:13][CH:12]=1.C(=O)([O-])[O-].[K+].[K+].O. (2) Given the product [C:25]([O:24][C:23]([NH:22][C:20]1[N:21]=[C:16]([NH:1][CH:2]2[CH2:7][CH2:6][CH2:5][N:4]([C:8]([O:10][C:11]([CH3:14])([CH3:13])[CH3:12])=[O:9])[CH2:3]2)[CH:17]=[CH:18][C:19]=1[C:30](=[O:35])[C:31]([F:32])([F:33])[F:34])=[O:29])([CH3:28])([CH3:26])[CH3:27], predict the reactants needed to synthesize it. The reactants are: [NH2:1][CH:2]1[CH2:7][CH2:6][CH2:5][N:4]([C:8]([O:10][C:11]([CH3:14])([CH3:13])[CH3:12])=[O:9])[CH2:3]1.Cl[C:16]1[N:21]=[C:20]([NH:22][C:23](=[O:29])[O:24][C:25]([CH3:28])([CH3:27])[CH3:26])[C:19]([C:30](=[O:35])[C:31]([F:34])([F:33])[F:32])=[CH:18][CH:17]=1.C(N(C(C)C)CC)(C)C. (3) Given the product [CH3:35][O:1][C:2]1[CH:11]=[C:10]2[C:5]([C:6]3[CH:30]=[CH:29][C:28]([C:31](=[O:33])[CH3:32])=[CH:27][C:7]=3[CH:8]([C:12]3[CH:13]=[CH:14][C:15]([O:18][CH2:19][CH2:20][N:21]4[CH2:26][CH2:25][CH2:24][CH2:23][CH2:22]4)=[CH:16][CH:17]=3)[O:9]2)=[CH:4][CH:3]=1, predict the reactants needed to synthesize it. The reactants are: [OH:1][C:2]1[CH:11]=[C:10]2[C:5]([C:6]3[CH:30]=[CH:29][C:28]([C:31](=[O:33])[CH3:32])=[CH:27][C:7]=3[CH:8]([C:12]3[CH:17]=[CH:16][C:15]([O:18][CH2:19][CH2:20][N:21]4[CH2:26][CH2:25][CH2:24][CH2:23][CH2:22]4)=[CH:14][CH:13]=3)[O:9]2)=[CH:4][CH:3]=1.[SiH](CC)(CC)[CH2:35]C.B(F)(F)F.CCOCC.C([O-])(O)=O.[Na+].